From a dataset of Catalyst prediction with 721,799 reactions and 888 catalyst types from USPTO. Predict which catalyst facilitates the given reaction. Reactant: [CH3:1][N:2]1[CH2:15][CH2:14][C:5]2[NH:6][C:7]3[CH:8]=[CH:9][C:10]([CH3:13])=[CH:11][C:12]=3[C:4]=2[CH2:3]1.N1CCC[C@H]1C(O)=O.P([O-])([O-])([O-])=O.[K+].[K+].[K+].Br[CH:33]=[C:34]([C:36]1[CH:41]=[CH:40][CH:39]=[CH:38][N:37]=1)[CH3:35]. Product: [CH3:1][N:2]1[CH2:15][CH2:14][C:5]2[N:6](/[CH:33]=[C:34](/[C:36]3[CH:41]=[CH:40][CH:39]=[CH:38][N:37]=3)\[CH3:35])[C:7]3[CH:8]=[CH:9][C:10]([CH3:13])=[CH:11][C:12]=3[C:4]=2[CH2:3]1. The catalyst class is: 122.